This data is from Forward reaction prediction with 1.9M reactions from USPTO patents (1976-2016). The task is: Predict the product of the given reaction. Given the reactants [CH3:1][O:2][C:3](=[O:12])[C:4]1[CH:9]=[CH:8][C:7]([C:10]#[CH:11])=[CH:6][CH:5]=1.[CH2:13]([O:15][C:16](=[O:20])/[CH:17]=[CH:18]\I)[CH3:14], predict the reaction product. The product is: [CH3:1][O:2][C:3](=[O:12])[C:4]1[CH:9]=[CH:8][C:7]([C:10]#[C:11][CH:18]=[CH:17][C:16]([O:15][CH2:13][CH3:14])=[O:20])=[CH:6][CH:5]=1.